This data is from Forward reaction prediction with 1.9M reactions from USPTO patents (1976-2016). The task is: Predict the product of the given reaction. (1) Given the reactants [CH3:1][C:2]1[N:3]=[C:4]([NH:7][C:8]2[CH:13]=[C:12]([O:14][C:15]3[CH:16]=[C:17]([CH:21]=[CH:22][CH:23]=3)[C:18]([OH:20])=O)[CH:11]=[CH:10][N:9]=2)[S:5][CH:6]=1.C(N(CC)CC)C.C([Cl:36])(=O)OCC.[O:37]1[CH2:42][CH2:41][N:40]([CH2:43][CH2:44][CH2:45][NH2:46])[CH2:39][CH2:38]1, predict the reaction product. The product is: [ClH:36].[ClH:36].[CH3:1][C:2]1[N:3]=[C:4]([NH:7][C:8]2[CH:13]=[C:12]([O:14][C:15]3[CH:16]=[C:17]([CH:21]=[CH:22][CH:23]=3)[C:18]([NH:46][CH2:45][CH2:44][CH2:43][N:40]3[CH2:41][CH2:42][O:37][CH2:38][CH2:39]3)=[O:20])[CH:11]=[CH:10][N:9]=2)[S:5][CH:6]=1. (2) Given the reactants [I:1][C:2]1[CH:7]=[CH:6][C:5]([OH:8])=[CH:4][CH:3]=1.Br[CH2:10][CH2:11][CH3:12].C(=O)([O-])[O-].[Na+].[Na+], predict the reaction product. The product is: [I:1][C:2]1[CH:7]=[CH:6][C:5]([O:8][CH2:10][CH2:11][CH3:12])=[CH:4][CH:3]=1. (3) Given the reactants [C:1]([O:5][C:6](=[O:34])[N:7]([C:16]1[S:17][C@:18]2([CH2:32][OH:33])[C@H:20]([C@:21]([C:24]3[CH:29]=[CH:28][CH:27]=[C:26]([F:30])[C:25]=3[F:31])([CH3:23])[N:22]=1)[CH2:19]2)[CH2:8][O:9][CH2:10][CH2:11][Si:12]([CH3:15])([CH3:14])[CH3:13])([CH3:4])([CH3:3])[CH3:2].[CH3:35][S:36](Cl)(=[O:38])=[O:37], predict the reaction product. The product is: [CH3:35][S:36]([O:33][CH2:32][C@:18]12[CH2:19][C@H:20]1[C@:21]([C:24]1[CH:29]=[CH:28][CH:27]=[C:26]([F:30])[C:25]=1[F:31])([CH3:23])[N:22]=[C:16]([N:7]([C:6]([O:5][C:1]([CH3:2])([CH3:4])[CH3:3])=[O:34])[CH2:8][O:9][CH2:10][CH2:11][Si:12]([CH3:15])([CH3:14])[CH3:13])[S:17]2)(=[O:38])=[O:37]. (4) Given the reactants [F:1][C:2]1[CH:7]=[C:6](B2OC(C)(C)C(C)(C)O2)[CH:5]=[CH:4][C:3]=1[CH2:17][N:18]1[CH2:23][CH2:22][N:21]([C:24]([O:26][C:27]([CH3:30])([CH3:29])[CH3:28])=[O:25])[CH2:20][CH2:19]1.Br[C:32]1[CH:37]=[CH:36][CH:35]=[C:34]([CH3:38])[N:33]=1.C(=O)([O-])[O-].[K+].[K+].O1CCOCC1, predict the reaction product. The product is: [F:1][C:2]1[CH:7]=[C:6]([C:32]2[CH:37]=[CH:36][CH:35]=[C:34]([CH3:38])[N:33]=2)[CH:5]=[CH:4][C:3]=1[CH2:17][N:18]1[CH2:19][CH2:20][N:21]([C:24]([O:26][C:27]([CH3:30])([CH3:28])[CH3:29])=[O:25])[CH2:22][CH2:23]1.